This data is from Catalyst prediction with 721,799 reactions and 888 catalyst types from USPTO. The task is: Predict which catalyst facilitates the given reaction. (1) Product: [CH2:21]([N:9]1[CH:8]=[CH:7][C:6]2[C:11](=[CH:12][CH:13]=[C:4]3[CH:3]=[CH:2][NH:1][C:5]3=2)[C:10]1=[O:14])[C:22]1[CH:27]=[CH:26][CH:25]=[CH:24][CH:23]=1. Reactant: [NH:1]1[C:5]2=[C:6]3[C:11](=[CH:12][CH:13]=[C:4]2[CH:3]=[CH:2]1)[C:10](=[O:14])[NH:9][CH:8]=[CH:7]3.C([O-])([O-])=O.[K+].[K+].[CH2:21](Br)[C:22]1[CH:27]=[CH:26][CH:25]=[CH:24][CH:23]=1. The catalyst class is: 303. (2) Reactant: [Br:1][C:2]1[CH:3]=[CH:4][C:5]([N:8]2[CH:12]=[C:11]([CH2:13][CH2:14][CH2:15][O:16]COC)[C:10]([CH:20]([CH3:22])[CH3:21])=[N:9]2)=[N:6][CH:7]=1.Cl. Product: [Br:1][C:2]1[CH:3]=[CH:4][C:5]([N:8]2[CH:12]=[C:11]([CH2:13][CH2:14][CH2:15][OH:16])[C:10]([CH:20]([CH3:22])[CH3:21])=[N:9]2)=[N:6][CH:7]=1. The catalyst class is: 5. (3) Reactant: Cl.[CH3:2][O:3][NH:4][CH3:5].C(N(CC)CC)C.[Cl:13][C:14]1[N:19]=[CH:18][C:17]([C:20](Cl)=[O:21])=[CH:16][CH:15]=1. Product: [Cl:13][C:14]1[N:19]=[CH:18][C:17]([C:20]([N:4]([O:3][CH3:2])[CH3:5])=[O:21])=[CH:16][CH:15]=1. The catalyst class is: 4. (4) Reactant: [S:1]1[CH:5]=[CH:4][CH:3]=[C:2]1[CH:6]=O.[CH3:8][C:9]([CH3:11])=[O:10].[OH-].[Na+].O. Product: [S:1]1[CH:5]=[CH:4][CH:3]=[C:2]1[CH:6]=[CH:8][C:9](=[O:10])[CH:11]=[CH:6][C:2]1[S:1][CH:5]=[CH:4][CH:3]=1. The catalyst class is: 8. (5) Reactant: C[O:2][C:3]([C:5]1[CH:6]=[CH:7][C:8]2[N:9]([CH:19]3[CH2:25][CH:24]4[N:26]([CH3:27])[CH:21]([CH2:22][CH2:23]4)[CH2:20]3)[C:10]3[C:15]([O:16][C:17]=2[CH:18]=1)=[CH:14][CH:13]=[CH:12][CH:11]=3)=[O:4].[OH-].[Na+]. Product: [CH3:27][N:26]1[CH:24]2[CH2:23][CH2:22][CH:21]1[CH2:20][CH:19]([N:9]1[C:8]3[CH:7]=[CH:6][C:5]([C:3]([OH:4])=[O:2])=[CH:18][C:17]=3[O:16][C:15]3[C:10]1=[CH:11][CH:12]=[CH:13][CH:14]=3)[CH2:25]2. The catalyst class is: 1. (6) Product: [NH2:22][C:19]1[CH:20]=[CH:21][C:16]([NH:15][C:10]2[CH:9]=[C:8]([C:6]3[CH:7]=[C:2]([Cl:1])[CH:3]=[CH:4][C:5]=3[O:25][CH3:26])[N:13]=[C:12]([NH2:14])[N:11]=2)=[CH:17][CH:18]=1. Reactant: [Cl:1][C:2]1[CH:3]=[CH:4][C:5]([O:25][CH3:26])=[C:6]([C:8]2[N:13]=[C:12]([NH2:14])[N:11]=[C:10]([NH:15][C:16]3[CH:21]=[CH:20][C:19]([N+:22]([O-])=O)=[CH:18][CH:17]=3)[CH:9]=2)[CH:7]=1.[Sn](Cl)Cl.Cl. The catalyst class is: 5. (7) The catalyst class is: 146. Reactant: C(OC(=O)C(CC)CCN1C(=S)[N:11]2[C:12]3[CH:13]=[C:14]([C:18]4[CH:23]=[CH:22][C:21]([Cl:24])=[CH:20][CH:19]=4)[O:15][C:16]=3[CH:17]=[C:10]2[C:9]1=[O:27])C.[CH2:31]([N:33]([CH2:47][CH3:48])[C:34](=[O:46])[CH2:35][C:36]1([CH2:42][N:43]=[C:44]=[S:45])[CH2:41][CH2:40][CH2:39][CH2:38][CH2:37]1)[CH3:32].C([O-])([O-])=O.[K+].[K+].C(#N)C. Product: [CH2:34]([O:46][C:9]([C:10]1[NH:11][C:12]2[CH:13]=[C:14]([C:18]3[CH:19]=[CH:20][C:21]([Cl:24])=[CH:22][CH:23]=3)[O:15][C:16]=2[CH:17]=1)=[O:27])[CH3:35].[Cl:24][C:21]1[CH:20]=[CH:19][C:18]([C:14]2[O:15][C:16]3[CH:17]=[C:10]4[C:9](=[O:27])[N:43]([CH2:42][C:36]5([CH2:35][C:34]([N:33]([CH2:31][CH3:32])[CH2:47][CH3:48])=[O:46])[CH2:37][CH2:38][CH2:39][CH2:40][CH2:41]5)[C:44](=[S:45])[N:11]4[C:12]=3[CH:13]=2)=[CH:23][CH:22]=1. (8) Reactant: [CH3:1][C:2]1([CH3:39])[CH2:7][O:6][CH2:5][CH2:4][N:3]1[C:8]([C:10]1[C:11]2[CH2:27][O:26][C:25]3[CH:24]=[C:23]([O:28][CH3:29])[C:22]([C:30]4[N:31]=[N:32][CH:33]([Si](C)(C)C)[N:34]=4)=[CH:21][C:20]=3[C:12]=2[N:13]([C:15]2[CH:19]=[CH:18][S:17][CH:16]=2)[N:14]=1)=[O:9].[F-].C([N+](CCCC)(CCCC)CCCC)CCC. Product: [CH3:1][C:2]1([CH3:39])[CH2:7][O:6][CH2:5][CH2:4][N:3]1[C:8]([C:10]1[C:11]2[CH2:27][O:26][C:25]3[CH:24]=[C:23]([O:28][CH3:29])[C:22]([C:30]4[N:31]=[N:32][CH2:33][N:34]=4)=[CH:21][C:20]=3[C:12]=2[N:13]([C:15]2[CH:19]=[CH:18][S:17][CH:16]=2)[N:14]=1)=[O:9]. The catalyst class is: 1. (9) Reactant: [Cl:1][C:2]1[CH:10]=[CH:9][CH:8]=[C:7]([F:11])[C:3]=1[CH:4]=[N:5][OH:6].[Cl:12]N1C(=O)CCC1=O.Cl. Product: [Cl:1][C:2]1[CH:10]=[CH:9][CH:8]=[C:7]([F:11])[C:3]=1[C:4](=[N:5][OH:6])[Cl:12]. The catalyst class is: 3.